From a dataset of Forward reaction prediction with 1.9M reactions from USPTO patents (1976-2016). Predict the product of the given reaction. (1) Given the reactants [C:1]([C:5]1[CH:53]=[CH:52][C:8]([C:9]([NH:11][C@@H:12]([CH2:25][C:26]2[CH:31]=[CH:30][C:29]([C:32]3[N:37]=[CH:36][C:35]([C:38]4[CH:43]=[CH:42][C:41]([O:44][CH2:45][CH2:46][CH2:47][CH2:48][CH2:49][CH2:50][CH3:51])=[CH:40][CH:39]=4)=[CH:34][N:33]=3)=[CH:28][CH:27]=2)[C:13]([NH:15][C@H:16]([CH3:24])[C:17]([O:19]C(C)(C)C)=[O:18])=[O:14])=[O:10])=[CH:7][CH:6]=1)([CH3:4])([CH3:3])[CH3:2].C(O)(C(F)(F)F)=O, predict the reaction product. The product is: [C:1]([C:5]1[CH:6]=[CH:7][C:8]([C:9]([NH:11][C@@H:12]([CH2:25][C:26]2[CH:31]=[CH:30][C:29]([C:32]3[N:37]=[CH:36][C:35]([C:38]4[CH:39]=[CH:40][C:41]([O:44][CH2:45][CH2:46][CH2:47][CH2:48][CH2:49][CH2:50][CH3:51])=[CH:42][CH:43]=4)=[CH:34][N:33]=3)=[CH:28][CH:27]=2)[C:13]([NH:15][C@H:16]([CH3:24])[C:17]([OH:19])=[O:18])=[O:14])=[O:10])=[CH:52][CH:53]=1)([CH3:3])([CH3:2])[CH3:4]. (2) The product is: [NH2:3][C:4]1[N:5]=[CH:6][C:7]([C:19]2[CH:20]=[CH:21][C:22]([CH2:23][NH:24][C:25]3[N:42]=[CH:41][C:40]([C:43]#[N:44])=[CH:39][C:26]=3[C:27]([NH:29][C@H:30]([C:32]3[CH:37]=[CH:36][C:35]([F:38])=[CH:34][CH:33]=3)[CH3:31])=[O:28])=[CH:45][CH:46]=2)=[N:8][C:9]=1[NH:10][CH2:11][CH:12]([OH:13])[CH2:16][OH:15]. Given the reactants Cl.O.[NH2:3][C:4]1[N:5]=[CH:6][C:7]([C:19]2[CH:46]=[CH:45][C:22]([CH2:23][NH:24][C:25]3[N:42]=[CH:41][C:40]([C:43]#[N:44])=[CH:39][C:26]=3[C:27]([NH:29][C@H:30]([C:32]3[CH:37]=[CH:36][C:35]([F:38])=[CH:34][CH:33]=3)[CH3:31])=[O:28])=[CH:21][CH:20]=2)=[N:8][C:9]=1[NH:10][CH2:11][CH:12]1[CH2:16][O:15]C(C)(C)[O:13]1.O1CCCC1, predict the reaction product.